This data is from Full USPTO retrosynthesis dataset with 1.9M reactions from patents (1976-2016). The task is: Predict the reactants needed to synthesize the given product. Given the product [NH2:1][C@H:2]1[CH2:7][CH2:6][C@H:5]([NH:8][C:9]2[CH:10]=[C:11]([NH:27][CH:28]3[CH2:31][NH:30][CH2:29]3)[C:12]3[N:13]([C:15]([C:18]([NH:19][C:20]4[CH:25]=[CH:24][N:23]=[CH:22][CH:21]=4)=[O:26])=[CH:16][N:17]=3)[N:14]=2)[CH2:4][CH2:3]1, predict the reactants needed to synthesize it. The reactants are: [NH2:1][C@H:2]1[CH2:7][CH2:6][C@H:5]([NH:8][C:9]2[CH:10]=[C:11]([NH:27][CH:28]3[CH2:31][N:30](C(OC(C)(C)C)=O)[CH2:29]3)[C:12]3[N:13]([C:15]([C:18](=[O:26])[NH:19][C:20]4[CH:25]=[CH:24][N:23]=[CH:22][CH:21]=4)=[CH:16][N:17]=3)[N:14]=2)[CH2:4][CH2:3]1.C(O)(C(F)(F)F)=O.